From a dataset of Full USPTO retrosynthesis dataset with 1.9M reactions from patents (1976-2016). Predict the reactants needed to synthesize the given product. (1) Given the product [CH3:30][C:31]1[CH:36]=[CH:35][C:34]([C:18]2[C:19]([C:21]3[CH:22]=[CH:23][C:24]([C:27]#[N:28])=[CH:25][CH:26]=3)=[N:20][C:15]([NH:14][CH:11]3[CH2:10][CH2:9][NH:8][CH2:13][CH2:12]3)=[N:16][CH:17]=2)=[CH:33][CH:32]=1, predict the reactants needed to synthesize it. The reactants are: C(OC([N:8]1[CH2:13][CH2:12][CH:11]([NH:14][C:15]2[N:20]=[C:19]([C:21]3[CH:26]=[CH:25][C:24]([C:27]#[N:28])=[CH:23][CH:22]=3)[C:18](Cl)=[CH:17][N:16]=2)[CH2:10][CH2:9]1)=O)(C)(C)C.[CH3:30][C:31]1[CH:36]=[CH:35][C:34](B(O)O)=[CH:33][CH:32]=1. (2) Given the product [CH2:1]([N:8]1[C:13](=[O:14])[C:12]2[C:15]3[CH2:21][CH2:20][C:19]([CH:22]=[O:23])=[C:18]([O:43][C:37]4[CH:42]=[CH:41][CH:40]=[CH:39][CH:38]=4)[C:16]=3[S:17][C:11]=2[N:10]=[C:9]1[C:25]1[CH:30]=[C:29]([O:31][CH3:32])[C:28]([O:33][CH3:34])=[C:27]([O:35][CH3:36])[CH:26]=1)[C:2]1[CH:7]=[CH:6][CH:5]=[CH:4][CH:3]=1, predict the reactants needed to synthesize it. The reactants are: [CH2:1]([N:8]1[C:13](=[O:14])[C:12]2[C:15]3[CH2:21][CH2:20][C:19]([CH:22]=[O:23])=[C:18](Cl)[C:16]=3[S:17][C:11]=2[N:10]=[C:9]1[C:25]1[CH:30]=[C:29]([O:31][CH3:32])[C:28]([O:33][CH3:34])=[C:27]([O:35][CH3:36])[CH:26]=1)[C:2]1[CH:7]=[CH:6][CH:5]=[CH:4][CH:3]=1.[C:37]1([OH:43])[CH:42]=[CH:41][CH:40]=[CH:39][CH:38]=1.[OH-].[K+]. (3) Given the product [CH3:8][C:6]1[CH:7]=[C:2]([NH:10][CH2:11][CH2:12][CH2:13][CH2:14][OH:15])[CH:3]=[C:4]([CH3:9])[CH:5]=1, predict the reactants needed to synthesize it. The reactants are: Br[C:2]1[CH:3]=[C:4]([CH3:9])[CH:5]=[C:6]([CH3:8])[CH:7]=1.[NH2:10][CH2:11][CH2:12][CH2:13][CH2:14][OH:15]. (4) Given the product [CH2:29]([O:28][C:26]([C:25]1[C:24]([CH3:31])=[N:1][C:2]2[C:3]([C:21]=1[NH2:22])=[C:4]([O:5][CH:6]1[CH2:11][CH2:10][CH2:9][CH2:8][CH:7]1[NH:12][C:13](=[O:17])[CH:14]([CH3:16])[CH3:15])[CH:18]=[CH:19][CH:20]=2)=[O:27])[CH3:30], predict the reactants needed to synthesize it. The reactants are: [NH2:1][C:2]1[C:3]([C:21]#[N:22])=[C:4]([CH:18]=[CH:19][CH:20]=1)[O:5][CH:6]1[CH2:11][CH2:10][CH2:9][CH2:8][CH:7]1[NH:12][C:13](=[O:17])[CH:14]([CH3:16])[CH3:15].O=[C:24]([CH3:31])[CH2:25][C:26]([O:28][CH2:29][CH3:30])=[O:27]. (5) Given the product [Cl:1][C:2]1[CH:3]=[CH:4][C:5]([C:8]([NH:44][C:45]2[CH:46]=[CH:47][C:48]([F:67])=[C:49]([C:51]34[CH2:58][CH:57]3[CH2:56][CH2:55][S:54][C:53]([NH:59][C:60](=[O:66])[O:61][C:62]([CH3:63])([CH3:65])[CH3:64])=[N:52]4)[CH:50]=2)=[O:10])=[N:6][CH:7]=1, predict the reactants needed to synthesize it. The reactants are: [Cl:1][C:2]1[CH:3]=[CH:4][C:5]([C:8]([OH:10])=O)=[N:6][CH:7]=1.C(N(C(C)C)CC)(C)C.F[P-](F)(F)(F)(F)F.CN(C(N(C)C)=[N+]1C2C(=NC=CC=2)[N+]([O-])=N1)C.[NH2:44][C:45]1[CH:46]=[CH:47][C:48]([F:67])=[C:49]([C:51]23[CH2:58][CH:57]2[CH2:56][CH2:55][S:54][C:53]([NH:59][C:60](=[O:66])[O:61][C:62]([CH3:65])([CH3:64])[CH3:63])=[N:52]3)[CH:50]=1. (6) Given the product [Cl:34][C:23]1[CH:22]=[C:21]([CH:26]=[C:25]([C:27]2[CH:32]=[CH:31][N:30]=[CH:29][CH:28]=2)[CH:24]=1)/[CH:20]=[CH:19]/[C:16]1[CH:17]=[CH:18][C:13]([N:10]2[CH2:11][CH2:12][N:7]([S:4]([CH:1]3[CH2:3][CH2:2]3)(=[O:6])=[O:5])[CH2:8][CH2:9]2)=[CH:14][CH:15]=1, predict the reactants needed to synthesize it. The reactants are: [CH:1]1([S:4]([N:7]2[CH2:12][CH2:11][N:10]([C:13]3[CH:18]=[CH:17][C:16](/[CH:19]=[CH:20]/[C:21]4[CH:26]=[C:25]([C:27]5[CH:32]=[CH:31][N:30]=[CH:29][CH:28]=5)[CH:24]=[C:23](F)[CH:22]=4)=[CH:15][CH:14]=3)[CH2:9][CH2:8]2)(=[O:6])=[O:5])[CH2:3][CH2:2]1.[Cl:34]C1C=C(C=C(C2C=CN=CC=2)C=1)/C=C/C1C=CC(N2CCNCC2)=CC=1.FC1C=C(C=C(C2C=CN=CC=2)C=1)/C=C/C1C=CC(N2CCNCC2)=CC=1.